This data is from Full USPTO retrosynthesis dataset with 1.9M reactions from patents (1976-2016). The task is: Predict the reactants needed to synthesize the given product. (1) Given the product [CH3:24][O:25][C:26]1[CH:31]=[CH:30][C:29]([C:2]2[S:3][CH:4]=[C:5]([NH:7][C:8]([NH:10][C:11]3[CH:16]=[CH:15][CH:14]=[C:13]([CH2:17][N:18]4[CH2:23][CH2:22][CH2:21][CH2:20][CH2:19]4)[N:12]=3)=[O:9])[N:6]=2)=[CH:28][CH:27]=1, predict the reactants needed to synthesize it. The reactants are: Br[C:2]1[S:3][CH:4]=[C:5]([NH:7][C:8]([NH:10][C:11]2[CH:16]=[CH:15][CH:14]=[C:13]([CH2:17][N:18]3[CH2:23][CH2:22][CH2:21][CH2:20][CH2:19]3)[N:12]=2)=[O:9])[N:6]=1.[CH3:24][O:25][C:26]1[CH:31]=[CH:30][C:29](B(O)O)=[CH:28][CH:27]=1.C([O-])([O-])=O.[Na+].[Na+]. (2) Given the product [CH:1]([O:4][C:5]1[CH:12]=[CH:11][C:8]([CH2:9][OH:10])=[C:7]([CH3:13])[CH:6]=1)([CH3:3])[CH3:2], predict the reactants needed to synthesize it. The reactants are: [CH:1]([O:4][C:5]1[CH:12]=[CH:11][C:8]([CH:9]=[O:10])=[C:7]([CH3:13])[CH:6]=1)([CH3:3])[CH3:2].[BH4-].[Na+].